Task: Predict the reaction yield, written as a fraction of the theoretical maximum amount of product (1.0 means a 100% yield; for example, 0.34 means a 34% yield).. Dataset: Reaction yield outcomes from USPTO patents with 853,638 reactions (1) The reactants are [N+:1]([C:4]1[CH:9]=[CH:8][C:7]([S:10](Cl)(=[O:12])=[O:11])=[CH:6][CH:5]=1)([O-:3])=[O:2].[CH3:14][O:15][CH2:16][CH2:17][NH2:18]. The catalyst is C(Cl)Cl. The product is [CH3:14][O:15][CH2:16][CH2:17][NH:18][S:10]([C:7]1[CH:8]=[CH:9][C:4]([N+:1]([O-:3])=[O:2])=[CH:5][CH:6]=1)(=[O:12])=[O:11]. The yield is 0.720. (2) The reactants are [CH3:1][C:2]([CH3:28])([CH3:27])[C@H:3]([NH:8][C:9]([C:11]1[N:12]=[C:13]([C:21]2[CH:26]=[CH:25][CH:24]=[CH:23][CH:22]=2)[N:14]2[CH2:19][CH2:18][N:17]([CH3:20])[CH2:16][C:15]=12)=[O:10])[C:4]([NH:6][CH3:7])=[O:5].[CH3:29][I:30]. The catalyst is CC(C)=O. The product is [I-:30].[CH3:1][C:2]([CH3:28])([CH3:27])[C@H:3]([NH:8][C:9]([C:11]1[N:12]=[C:13]([C:21]2[CH:22]=[CH:23][CH:24]=[CH:25][CH:26]=2)[N:14]2[CH2:19][CH2:18][N+:17]([CH3:29])([CH3:20])[CH2:16][C:15]=12)=[O:10])[C:4]([NH:6][CH3:7])=[O:5]. The yield is 0.240.